This data is from Forward reaction prediction with 1.9M reactions from USPTO patents (1976-2016). The task is: Predict the product of the given reaction. (1) Given the reactants [CH3:1][N:2]([C:6]1[CH:56]=[CH:55][C:9]([CH:10]=[CH:11][C:12]2[CH:54]=[CH:53][C:15]([CH:16]=[CH:17][C:18]3[C:19]4[C:24]([C:25]([CH:32]=[CH:33][C:34]5[CH:39]=[CH:38][C:37]([CH:40]=[CH:41][C:42]6[CH:47]=[CH:46][C:45]([N:48]([CH2:50][CH2:51][OH:52])[CH3:49])=[CH:44][CH:43]=6)=[CH:36][CH:35]=5)=[C:26]5[C:31]=3[CH:30]=[CH:29][CH:28]=[CH:27]5)=[CH:23][CH:22]=[CH:21][CH:20]=4)=[CH:14][CH:13]=2)=[CH:8][CH:7]=1)[CH2:3][CH2:4][OH:5].[C:57](Cl)(=[O:64])[C:58]1[CH:63]=[CH:62][CH:61]=[CH:60][CH:59]=1, predict the reaction product. The product is: [CH3:49][N:48]([C:45]1[CH:44]=[CH:43][C:42]([CH:41]=[CH:40][C:37]2[CH:38]=[CH:39][C:34]([CH:33]=[CH:32][C:25]3[C:26]4[C:31]([C:18]([CH:17]=[CH:16][C:15]5[CH:14]=[CH:13][C:12]([CH:11]=[CH:10][C:9]6[CH:8]=[CH:7][C:6]([N:2]([CH2:3][CH2:4][O:5][C:57](=[O:64])[C:58]7[CH:63]=[CH:62][CH:61]=[CH:60][CH:59]=7)[CH3:1])=[CH:56][CH:55]=6)=[CH:54][CH:53]=5)=[C:19]5[C:24]=3[CH:23]=[CH:22][CH:21]=[CH:20]5)=[CH:30][CH:29]=[CH:28][CH:27]=4)=[CH:35][CH:36]=2)=[CH:47][CH:46]=1)[CH2:50][CH2:51][O:52][C:57](=[O:64])[C:58]1[CH:63]=[CH:62][CH:61]=[CH:60][CH:59]=1. (2) Given the reactants Cl[CH2:2][CH2:3][CH2:4][S:5]([O:8][CH2:9][C:10]([CH3:28])([CH3:27])[CH:11]([O:17][CH2:18][C:19]1[CH:24]=[CH:23][C:22]([O:25][CH3:26])=[CH:21][CH:20]=1)[C:12]([O:14][CH2:15][CH3:16])=[O:13])(=[O:7])=[O:6].[N-:29]=[N+:30]=[N-:31].[Na+], predict the reaction product. The product is: [N:29]([CH2:2][CH2:3][CH2:4][S:5]([O:8][CH2:9][C:10]([CH3:28])([CH3:27])[CH:11]([O:17][CH2:18][C:19]1[CH:24]=[CH:23][C:22]([O:25][CH3:26])=[CH:21][CH:20]=1)[C:12]([O:14][CH2:15][CH3:16])=[O:13])(=[O:7])=[O:6])=[N+:30]=[N-:31]. (3) Given the reactants C([O:8][CH2:9][CH2:10][N:11]([C:45]([O:47][C:48]([CH3:51])([CH3:50])[CH3:49])=[O:46])[C:12]1[CH:44]=[CH:43][C:15]([CH2:16][CH:17]([CH2:25][CH2:26][C@H:27]([NH:35][C:36]([O:38][C:39]([CH3:42])([CH3:41])[CH3:40])=[O:37])[C:28]([O:30][C:31]([CH3:34])([CH3:33])[CH3:32])=[O:29])[C:18]([O:20][C:21]([CH3:24])([CH3:23])[CH3:22])=[O:19])=[CH:14][CH:13]=1)C1C=CC=CC=1, predict the reaction product. The product is: [C:39]([O:38][C:36]([NH:35][C@@H:27]([CH2:26][CH2:25][CH:17]([CH2:16][C:15]1[CH:14]=[CH:13][C:12]([N:11]([C:45]([O:47][C:48]([CH3:51])([CH3:50])[CH3:49])=[O:46])[CH2:10][CH2:9][OH:8])=[CH:44][CH:43]=1)[C:18]([O:20][C:21]([CH3:22])([CH3:23])[CH3:24])=[O:19])[C:28]([O:30][C:31]([CH3:34])([CH3:33])[CH3:32])=[O:29])=[O:37])([CH3:40])([CH3:41])[CH3:42]. (4) The product is: [Cl:1][C:2]1[CH:3]=[CH:4][C:5]([NH:8][C:9]2[C:17]3[C:12](=[CH:13][N:14]=[CH:15][CH:16]=3)[O:11][C:10]=2[C:18]([OH:20])=[O:19])=[CH:6][CH:7]=1. Given the reactants [Cl:1][C:2]1[CH:7]=[CH:6][C:5]([NH:8][C:9]2[C:17]3[C:12](=[CH:13][N:14]=[CH:15][CH:16]=3)[O:11][C:10]=2[C:18]([O:20]CC)=[O:19])=[CH:4][CH:3]=1.[Li+].[OH-].Cl, predict the reaction product. (5) Given the reactants [CH2:1]([S:5]C1C=CC(Br)=CC=1)[CH2:2][CH2:3]C.[Li][CH2:14][CH2:15][CH2:16][CH3:17].CN(C=O)C.O.[CH2:24]1[CH2:28]O[CH2:26][CH2:25]1, predict the reaction product. The product is: [CH2:14]([C:24]1[CH:28]=[CH:3][C:2]([CH:1]=[S:5])=[CH:26][CH:25]=1)[CH2:15][CH2:16][CH3:17]. (6) Given the reactants Br[CH:2]1[CH2:7][CH:6]2[N:8]([C:9]([O:11][CH2:12][C:13]3[CH:18]=[CH:17][CH:16]=[CH:15][CH:14]=3)=[O:10])[CH:3]1[CH2:4][CH2:5]2.C(O[K])(C)(C)C, predict the reaction product. The product is: [CH:3]12[N:8]([C:9]([O:11][CH2:12][C:13]3[CH:14]=[CH:15][CH:16]=[CH:17][CH:18]=3)=[O:10])[CH:6]([CH:5]=[CH:4]1)[CH2:7][CH2:2]2. (7) Given the reactants Br[C:2]1[N:3]=[C:4]([CH2:7][F:8])[S:5][CH:6]=1.[CH2:9]([C:13]1[N:14]=[C:15]2[CH:20]=[CH:19][C:18]([F:21])=[CH:17][N:16]2[CH:22]=1)[CH2:10][C:11]#[CH:12], predict the reaction product. The product is: [F:21][C:18]1[CH:19]=[CH:20][C:15]2[N:16]([CH:22]=[C:13]([CH2:9][CH2:10][C:11]#[C:12][C:2]3[N:3]=[C:4]([CH2:7][F:8])[S:5][CH:6]=3)[N:14]=2)[CH:17]=1. (8) Given the reactants [CH2:1]([O:8][C:9]([NH:11][C@@H:12]([CH2:17][C:18]1[C:27]2[C:22](=[CH:23][CH:24]=[CH:25][CH:26]=2)[CH:21]=[CH:20][CH:19]=1)[C:13](=[O:16])[CH2:14][Cl:15])=[O:10])[C:2]1[CH:7]=[CH:6][CH:5]=[CH:4][CH:3]=1.C(O)=O, predict the reaction product. The product is: [CH2:1]([O:8][C:9]([NH:11][C@@H:12]([CH2:17][C:18]1[C:27]2[C:22](=[CH:23][CH:24]=[CH:25][CH:26]=2)[CH:21]=[CH:20][CH:19]=1)[C@H:13]([OH:16])[CH2:14][Cl:15])=[O:10])[C:2]1[CH:7]=[CH:6][CH:5]=[CH:4][CH:3]=1.